From a dataset of Forward reaction prediction with 1.9M reactions from USPTO patents (1976-2016). Predict the product of the given reaction. (1) Given the reactants [N+:1]([C:4]1[CH:5]=[CH:6][CH:7]=[C:8]2[C:12]=1[NH:11][C:10]([C:13]([NH2:15])=[O:14])=[CH:9]2)([O-:3])=[O:2].[Br-:16].[Br-].[Br-].[NH+]1C=CC=CC=1.[NH+]1C=CC=CC=1.[NH+]1C=CC=CC=1, predict the reaction product. The product is: [Br:16][C:9]1[C:8]2[C:12](=[C:4]([N+:1]([O-:3])=[O:2])[CH:5]=[CH:6][CH:7]=2)[NH:11][C:10]=1[C:13]([NH2:15])=[O:14]. (2) Given the reactants Br[C:2]1[CH:3]=[CH:4][C:5]2[NH:11][C:10](=[O:12])[CH2:9][O:8][C:7]([CH:18]([CH3:20])[CH3:19])([C:13]3[S:14][CH:15]=[CH:16][CH:17]=3)[C:6]=2[CH:21]=1.[C:22]([C:24]1[CH:25]=[C:26](B(O)O)[CH:27]=[C:28]([F:30])[CH:29]=1)#[N:23], predict the reaction product. The product is: [F:30][C:28]1[CH:29]=[C:24]([CH:25]=[C:26]([C:2]2[CH:3]=[CH:4][C:5]3[NH:11][C:10](=[O:12])[CH2:9][O:8][C:7]([CH:18]([CH3:20])[CH3:19])([C:13]4[S:14][CH:15]=[CH:16][CH:17]=4)[C:6]=3[CH:21]=2)[CH:27]=1)[C:22]#[N:23]. (3) Given the reactants C[Si]([Br:5])(C)C.[Cl:6][C:7]1[CH:8]=[C:9]([CH:12]=[C:13]([Cl:25])[C:14]=1[C:15]1[S:16][C:17]2[C:18](Cl)=[N:19][CH:20]=[CH:21][C:22]=2[N:23]=1)[C:10]#[N:11].C(=O)([O-])[O-].[K+].[K+].C(Cl)Cl, predict the reaction product. The product is: [Br:5][C:18]1[C:17]2[S:16][C:15]([C:14]3[C:7]([Cl:6])=[CH:8][C:9]([C:10]#[N:11])=[CH:12][C:13]=3[Cl:25])=[N:23][C:22]=2[CH:21]=[CH:20][N:19]=1. (4) Given the reactants [C:1]([C:5]1[CH:21]=[CH:20][C:8]([CH2:9][O:10][C:11]2[CH:16]=[CH:15][C:14]([F:17])=[CH:13][C:12]=2[CH2:18]O)=[CH:7][CH:6]=1)([CH3:4])([CH3:3])[CH3:2].[BrH:22].[C:23]1([P:29]([C:36]2[CH:41]=[CH:40][CH:39]=[CH:38][CH:37]=2)[C:30]2[CH:35]=[CH:34][CH:33]=[CH:32][CH:31]=2)[CH:28]=[CH:27][CH:26]=[CH:25][CH:24]=1, predict the reaction product. The product is: [Br-:22].[C:1]([C:5]1[CH:21]=[CH:20][C:8]([CH2:9][O:10][C:11]2[CH:16]=[CH:15][C:14]([F:17])=[CH:13][C:12]=2[CH2:18][P+:29]([C:30]2[CH:31]=[CH:32][CH:33]=[CH:34][CH:35]=2)([C:36]2[CH:41]=[CH:40][CH:39]=[CH:38][CH:37]=2)[C:23]2[CH:24]=[CH:25][CH:26]=[CH:27][CH:28]=2)=[CH:7][CH:6]=1)([CH3:4])([CH3:3])[CH3:2]. (5) Given the reactants [Cl:1][C:2]1[C:11]2[C:6](=[CH:7][CH:8]=[CH:9][C:10]=2[O:12][CH:13]2[CH2:18][CH2:17][N:16]([CH3:19])[CH2:15][CH2:14]2)[N:5]=[CH:4][N:3]=1.[F:20][C:21]1[CH:22]=[C:23]([CH:25]=[CH:26][CH:27]=1)[NH2:24], predict the reaction product. The product is: [ClH:1].[F:20][C:21]1[CH:22]=[C:23]([CH:25]=[CH:26][CH:27]=1)[NH:24][C:2]1[C:11]2[C:6](=[CH:7][CH:8]=[CH:9][C:10]=2[O:12][CH:13]2[CH2:18][CH2:17][N:16]([CH3:19])[CH2:15][CH2:14]2)[N:5]=[CH:4][N:3]=1. (6) Given the reactants [CH3:1][O:2][C:3]([C:5]1[S:6][C:7]2[C:8](Br)(Br)[CH2:9][O:10][C:11]3[CH:18]=[CH:17][C:16]([Br:19])=[CH:15][C:12]=3[C:13]=2[N:14]=1)=[O:4].CC(C)=[O:24], predict the reaction product. The product is: [CH3:1][O:2][C:3]([C:5]1[S:6][C:7]2[C:8](=[O:24])[CH2:9][O:10][C:11]3[CH:18]=[CH:17][C:16]([Br:19])=[CH:15][C:12]=3[C:13]=2[N:14]=1)=[O:4]. (7) Given the reactants [CH3:1][O:2][C:3]1[CH:4]=[C:5]([CH:8]=[CH:9][C:10]=1[O:11]C1CCCCO1)[CH:6]=O.[CH3:18][O:19][C:20]1[CH:21]=[C:22]([C:26](=[O:28])[CH3:27])[CH:23]=[CH:24][CH:25]=1.[OH-].[Na+].C(Cl)(=O)C.Cl, predict the reaction product. The product is: [CH3:1][O:2][C:3]1[CH:4]=[C:5]([CH:6]=[CH:27][C:26]([C:22]2[CH:23]=[CH:24][CH:25]=[C:20]([O:19][CH3:18])[CH:21]=2)=[O:28])[CH:8]=[CH:9][C:10]=1[OH:11].